The task is: Regression/Classification. Given a drug SMILES string, predict its absorption, distribution, metabolism, or excretion properties. Task type varies by dataset: regression for continuous measurements (e.g., permeability, clearance, half-life) or binary classification for categorical outcomes (e.g., BBB penetration, CYP inhibition). Dataset: b3db_classification.. This data is from Blood-brain barrier permeability classification from the B3DB database. (1) The molecule is O=C1[C@H]2[C@@H]3CC[C@@H](C3)[C@H]2C(=O)N1CCCCN1CCN(c2ncccn2)CC1. The result is 1 (penetrates BBB). (2) The result is 1 (penetrates BBB). The molecule is CC1CCC(C)C(C)C1. (3) The compound is COc1cc(CNC(=O)[C@@H](C)Sc2ccc(C)cc2)ccc1OC(C)C. The result is 0 (does not penetrate BBB). (4) The compound is COc1cc2nc(N3CCN(C(=O)[C@@H]4COc5ccccc5O4)CC3)nc(N)c2cc1OC. The result is 1 (penetrates BBB). (5) The molecule is CC(=O)OCC1=C(C(=O)O)N2C(=O)[C@H](NC(=O)Cc3ccccc3)[C@H]2SC1. The result is 0 (does not penetrate BBB). (6) The molecule is CN(C)CCc1c[nH]c2ccc(Cn3cncn3)cc12. The result is 1 (penetrates BBB).